From a dataset of Full USPTO retrosynthesis dataset with 1.9M reactions from patents (1976-2016). Predict the reactants needed to synthesize the given product. (1) Given the product [CH3:22][O:21][C:17]1[CH:16]=[CH:15][N:14]=[C:13]([CH2:12][S+:11]([O-:41])[C:9]2[NH:8][C:7]3[CH:23]=[CH:24][C:4]([O:3][CH:2]([F:1])[F:25])=[CH:5][C:6]=3[N:10]=2)[C:18]=1[O:19][CH3:20], predict the reactants needed to synthesize it. The reactants are: [F:1][CH:2]([F:25])[O:3][C:4]1[CH:24]=[CH:23][C:7]2[NH:8][C:9]([S:11][CH2:12][C:13]3[C:18]([O:19][CH3:20])=[C:17]([O:21][CH3:22])[CH:16]=[CH:15][N:14]=3)=[N:10][C:6]=2[CH:5]=1.N1C2C=CC=CC=2NC=1.[O-]Cl.[Na+].[OH-].[Na+].S(S([O-])=O)([O-])(=O)=[O:41].[Na+].[Na+]. (2) Given the product [NH2:3][C:4]([NH:6][C:7]1[C:8]([C:21]([NH2:23])=[O:22])=[N:9][N:10]([C:12]2[CH:17]=[CH:16][C:15]([C:29]3[CH:28]=[CH:27][CH:26]=[C:25]([OH:24])[CH:30]=3)=[CH:14][C:13]=2[CH2:19][CH3:20])[CH:11]=1)=[O:5], predict the reactants needed to synthesize it. The reactants are: N#N.[NH2:3][C:4]([NH:6][C:7]1[C:8]([C:21]([NH2:23])=[O:22])=[N:9][N:10]([C:12]2[CH:17]=[CH:16][C:15](Br)=[CH:14][C:13]=2[CH2:19][CH3:20])[CH:11]=1)=[O:5].[OH:24][C:25]1[CH:26]=[C:27](B(O)O)[CH:28]=[CH:29][CH:30]=1.C([O-])([O-])=O.[Cs+].[Cs+]. (3) Given the product [C:1]([O:5][C:6]([N:8]1[C:12]2[CH:13]=[CH:14][C:15]([O:17][CH3:18])=[CH:16][C:11]=2[N:10]=[C:9]1[C:19]1[CH:24]=[C:23]([N:35]2[CH2:36][CH2:37][CH:32]([C:30]([O:29][CH2:27][CH3:28])=[O:31])[CH2:33][CH2:34]2)[CH:22]=[CH:21][C:20]=1[F:26])=[O:7])([CH3:4])([CH3:3])[CH3:2], predict the reactants needed to synthesize it. The reactants are: [C:1]([O:5][C:6]([N:8]1[C:12]2[CH:13]=[CH:14][C:15]([O:17][CH3:18])=[CH:16][C:11]=2[N:10]=[C:9]1[C:19]1[CH:24]=[C:23](Br)[CH:22]=[CH:21][C:20]=1[F:26])=[O:7])([CH3:4])([CH3:3])[CH3:2].[CH2:27]([O:29][C:30]([CH:32]1[CH2:37][CH2:36][NH:35][CH2:34][CH2:33]1)=[O:31])[CH3:28].C(=O)([O-])[O-].[Cs+].[Cs+].C1C=CC(P(C2C(C3C(P(C4C=CC=CC=4)C4C=CC=CC=4)=CC=C4C=3C=CC=C4)=C3C(C=CC=C3)=CC=2)C2C=CC=CC=2)=CC=1.